Dataset: Full USPTO retrosynthesis dataset with 1.9M reactions from patents (1976-2016). Task: Predict the reactants needed to synthesize the given product. (1) Given the product [CH3:22][O:23][C:24](=[O:42])[CH2:25][C:26]1[CH:27]=[CH:28][C:29]([O:32][C:33]2[CH:38]=[CH:37][C:36]([CH2:39][N:18]3[CH2:17][CH2:16][CH:15]([N:8]4[C@H:9]([CH2:11][CH:12]([CH3:14])[CH3:13])[CH2:10][N:6]([CH:1]5[CH2:2][CH2:3][CH2:4][CH2:5]5)[C:7]4=[O:21])[CH2:20][CH2:19]3)=[C:35]([CH3:41])[N:34]=2)=[CH:30][CH:31]=1, predict the reactants needed to synthesize it. The reactants are: [CH:1]1([N:6]2[CH2:10][C@@H:9]([CH2:11][CH:12]([CH3:14])[CH3:13])[N:8]([CH:15]3[CH2:20][CH2:19][NH:18][CH2:17][CH2:16]3)[C:7]2=[O:21])[CH2:5][CH2:4][CH2:3][CH2:2]1.[CH3:22][O:23][C:24](=[O:42])[CH2:25][C:26]1[CH:31]=[CH:30][C:29]([O:32][C:33]2[CH:38]=[CH:37][C:36]([CH:39]=O)=[C:35]([CH3:41])[N:34]=2)=[CH:28][CH:27]=1. (2) Given the product [F:17][C:14]1[CH:15]=[CH:16][C:11]([C:9]2[N:10]=[C:5]3[C:4]([CH3:18])=[C:3]([CH3:19])[C:2]([N:20]4[CH2:25][CH2:24][NH:23][CH2:22][CH2:21]4)=[N:7][N:6]3[CH:8]=2)=[CH:12][CH:13]=1, predict the reactants needed to synthesize it. The reactants are: Cl[C:2]1[C:3]([CH3:19])=[C:4]([CH3:18])[C:5]2[N:6]([CH:8]=[C:9]([C:11]3[CH:16]=[CH:15][C:14]([F:17])=[CH:13][CH:12]=3)[N:10]=2)[N:7]=1.[NH:20]1[CH2:25][CH2:24][NH:23][CH2:22][CH2:21]1. (3) Given the product [Br:11][C:4]1[CH:3]=[C:2]([I:1])[CH:10]=[CH:9][C:5]=1[C:6]([O:8][CH2:17][CH3:18])=[O:7], predict the reactants needed to synthesize it. The reactants are: [I:1][C:2]1[CH:10]=[CH:9][C:5]([C:6]([OH:8])=[O:7])=[C:4]([Br:11])[CH:3]=1.S(=O)(=O)(O)O.[CH2:17](O)[CH3:18]. (4) Given the product [OH:14][CH2:13][C:10]1[CH:11]=[N:12][C:6]2[N:5]3[CH2:17][CH2:18][CH2:19][CH:4]3[CH2:3][C:2](=[O:1])[NH:8][C:7]=2[CH:9]=1, predict the reactants needed to synthesize it. The reactants are: [O:1]=[C:2]1[NH:8][C:7]2[CH:9]=[C:10]([C:13](OC)=[O:14])[CH:11]=[N:12][C:6]=2[N:5]2[CH2:17][CH2:18][CH2:19][CH:4]2[CH2:3]1.[H-].[Na+].[H-].[Li+].[Al+3].[H-].[H-].[H-].[C@H](O)(C([O-])=O)[C@@H](O)C([O-])=O.[Na+].[K+]. (5) Given the product [CH:1]([O:4][C:5]1[CH:10]=[CH:9][C:8]([C:11]2[CH:16]=[CH:15][CH:14]=[C:13]([CH:17]3[CH2:26][C:25]([CH3:28])([CH3:27])[C:24]4[C:19](=[CH:20][CH:21]=[C:22]([C:29]([NH:48][S:45]([CH3:44])(=[O:47])=[O:46])=[O:31])[CH:23]=4)[NH:18]3)[CH:12]=2)=[CH:7][CH:6]=1)([CH3:2])[CH3:3], predict the reactants needed to synthesize it. The reactants are: [CH:1]([O:4][C:5]1[CH:10]=[CH:9][C:8]([C:11]2[CH:16]=[CH:15][CH:14]=[C:13]([CH:17]3[CH2:26][C:25]([CH3:28])([CH3:27])[C:24]4[C:19](=[CH:20][CH:21]=[C:22]([C:29]([OH:31])=O)[CH:23]=4)[NH:18]3)[CH:12]=2)=[CH:7][CH:6]=1)([CH3:3])[CH3:2].Cl.CN(C)CCCN=C=NCC.[CH3:44][S:45]([NH2:48])(=[O:47])=[O:46]. (6) The reactants are: [Cl:1][C:2]1[CH:3]=[CH:4][C:5]2[S:9][C:8](=[O:10])[N:7]([CH2:11][C:12]3[CH:17]=[CH:16][CH:15]=[C:14]([N+:18]([O-])=O)[CH:13]=3)[C:6]=2[CH:21]=1. Given the product [NH2:18][C:14]1[CH:13]=[C:12]([CH:17]=[CH:16][CH:15]=1)[CH2:11][N:7]1[C:6]2[CH:21]=[C:2]([Cl:1])[CH:3]=[CH:4][C:5]=2[S:9][C:8]1=[O:10], predict the reactants needed to synthesize it. (7) Given the product [Cl:1][C:2]1[CH:3]=[C:4]([NH:19][C:20]2[C:30]3[CH:29]=[C:28]([C:31]([NH:33][CH2:34][CH2:35][NH:36][CH2:44][CH2:45][OH:46])=[O:32])[CH2:27][CH2:26][NH:25][C:24]=3[N:23]=[CH:22][N:21]=2)[CH:5]=[CH:6][C:7]=1[O:8][C:9]1[CH:14]=[CH:13][CH:12]=[C:11]([C:15]([F:17])([F:18])[F:16])[CH:10]=1, predict the reactants needed to synthesize it. The reactants are: [Cl:1][C:2]1[CH:3]=[C:4]([NH:19][C:20]2[C:30]3[CH:29]=[C:28]([C:31]([NH:33][CH2:34][CH2:35][N:36]([CH2:44][CH2:45][OH:46])C(=O)OC(C)(C)C)=[O:32])[CH2:27][CH2:26][NH:25][C:24]=3[N:23]=[CH:22][N:21]=2)[CH:5]=[CH:6][C:7]=1[O:8][C:9]1[CH:14]=[CH:13][CH:12]=[C:11]([C:15]([F:18])([F:17])[F:16])[CH:10]=1.Cl.C(OCC)(=O)C.